Dataset: Reaction yield outcomes from USPTO patents with 853,638 reactions. Task: Predict the reaction yield, written as a fraction of the theoretical maximum amount of product (1.0 means a 100% yield; for example, 0.34 means a 34% yield). The reactants are [CH2:1](Br)[C:2]1[CH:7]=[CH:6][CH:5]=[CH:4][CH:3]=1.[N-:9]=[N+:10]=[N-:11].[Na+].[I-].[Na+]. The catalyst is CS(C)=O. The product is [CH2:1]([N:9]=[N+:10]=[N-:11])[C:2]1[CH:7]=[CH:6][CH:5]=[CH:4][CH:3]=1. The yield is 1.00.